Dataset: Forward reaction prediction with 1.9M reactions from USPTO patents (1976-2016). Task: Predict the product of the given reaction. (1) Given the reactants [CH3:1][C:2]1([N:14]2[CH2:19][CH2:18][C:17](=O)[CH2:16][CH2:15]2)[CH2:6][CH2:5][N:4]([C:7]([O:9][C:10]([CH3:13])([CH3:12])[CH3:11])=[O:8])[CH2:3]1.[CH2:21]1[CH2:26][C@@H:25]([NH2:27])[C@H:24]([NH2:28])[CH2:23][CH2:22]1, predict the reaction product. The product is: [NH2:27][C@@H:25]1[CH2:26][CH2:21][CH2:22][CH2:23][C@H:24]1[NH:28][CH:17]1[CH2:18][CH2:19][N:14]([C:2]2([CH3:1])[CH2:6][CH2:5][N:4]([C:7]([O:9][C:10]([CH3:13])([CH3:12])[CH3:11])=[O:8])[CH2:3]2)[CH2:15][CH2:16]1. (2) Given the reactants [C:1](OC(=O)C)(=[O:3])[CH3:2].[CH3:8][O:9][C:10]1[CH:15]=[CH:14][C:13]([NH2:16])=[CH:12][CH:11]=1.CCCCCC, predict the reaction product. The product is: [CH3:8][O:9][C:10]1[CH:15]=[CH:14][C:13]([NH:16][C:1](=[O:3])[CH3:2])=[CH:12][CH:11]=1. (3) Given the reactants C(O)(C(F)(F)F)=O.[CH3:8][O:9][C:10]1[CH:11]=[C:12]([NH:30][C:31]2[CH:36]=[C:35]([O:37][C:38]3[C:47]4[C:42](=[CH:43][CH:44]=[CH:45][CH:46]=4)[C:41]([NH:48]C(=O)OC(C)(C)C)=[CH:40][CH:39]=3)[CH:34]=[CH:33][N:32]=2)[CH:13]=[CH:14][C:15]=1[S:16](=[O:29])(=[O:28])[N:17]([CH3:27])[CH2:18][CH2:19][CH2:20][N:21]1[CH2:26][CH2:25][O:24][CH2:23][CH2:22]1, predict the reaction product. The product is: [NH2:48][C:41]1[C:42]2[C:47](=[CH:46][CH:45]=[CH:44][CH:43]=2)[C:38]([O:37][C:35]2[CH:34]=[CH:33][N:32]=[C:31]([NH:30][C:12]3[CH:13]=[CH:14][C:15]([S:16]([N:17]([CH3:27])[CH2:18][CH2:19][CH2:20][N:21]4[CH2:26][CH2:25][O:24][CH2:23][CH2:22]4)(=[O:29])=[O:28])=[C:10]([O:9][CH3:8])[CH:11]=3)[CH:36]=2)=[CH:39][CH:40]=1. (4) Given the reactants [Br:1][C:2]1[CH:7]=[CH:6][C:5](F)=[C:4]([N+:9]([O-:11])=[O:10])[CH:3]=1.[C:12]1([CH:18]2[CH2:22][CH2:21][NH:20][CH2:19]2)[CH:17]=[CH:16][CH:15]=[CH:14][CH:13]=1, predict the reaction product. The product is: [Br:1][C:2]1[CH:7]=[CH:6][C:5]([N:20]2[CH2:21][CH2:22][CH:18]([C:12]3[CH:17]=[CH:16][CH:15]=[CH:14][CH:13]=3)[CH2:19]2)=[C:4]([N+:9]([O-:11])=[O:10])[CH:3]=1. (5) Given the reactants [OH-:1].[K+].CN(C)[CH:5]=[O:6].S([O:18][CH2:19][C:20]1([CH2:24][CH3:25])[CH2:23][O:22][CH2:21]1)(C1C=CC(C)=CC=1)(=O)=O.O.[C:27]1(C)[CH:32]=[CH:31][CH:30]=[CH:29][CH:28]=1, predict the reaction product. The product is: [CH2:24]([C:20]1([CH2:19][O:18][C:27]2[CH:32]=[CH:31][C:30]([C:5]([OH:6])=[O:1])=[CH:29][CH:28]=2)[CH2:21][O:22][CH2:23]1)[CH3:25]. (6) Given the reactants [CH2:1]1[O:5][C@H:4]2[C@@H:6]([OH:9])[CH2:7][O:8][C@H:3]2[C@@H:2]1[OH:10].C(N([CH2:16][CH3:17])CC)C.[C:18]([O:22][C:23]1[CH:28]=[CH:27][C:26]([C:29](Cl)=[O:30])=[CH:25][CH:24]=1)(=[O:21])[CH:19]=[CH2:20].[OH2:32], predict the reaction product. The product is: [C:18]([O:21][C:17]1[CH:16]=[CH:27][C:26]([C:29]([O:10][C@@H:2]2[CH2:1][O:5][C@H:4]3[C@@H:6]([O:9][C:29](=[O:30])[C:26]4[CH:27]=[CH:28][C:23]([O:22][C:18](=[O:21])[CH:19]=[CH2:20])=[CH:24][CH:25]=4)[CH2:7][O:8][C@@H:3]23)=[O:30])=[CH:25][CH:24]=1)(=[O:32])[CH:19]=[CH2:20]. (7) Given the reactants [C:1]1(=O)[CH2:5][CH:4]=[CH:3][CH2:2]1.[CH3:7][CH:8]([CH3:17])[C@H:9]([NH2:16])[CH2:10][N:11]1[CH2:15][CH2:14][CH2:13][CH2:12]1.C([BH3-])#N.[Na+].C(O)(=O)C.CCN(C(C)C)C(C)C.[Cl:35][C:36]1[CH:44]=[CH:43][C:39]([C:40](Cl)=[O:41])=[CH:38][CH:37]=1, predict the reaction product. The product is: [Cl:35][C:36]1[CH:44]=[CH:43][C:39]([C:40]([N:16]([CH:1]2[CH2:5][CH2:4][CH2:3][CH2:2]2)[C@@H:9]([CH:8]([CH3:17])[CH3:7])[CH2:10][N:11]2[CH2:15][CH2:14][CH2:13][CH2:12]2)=[O:41])=[CH:38][CH:37]=1.